Dataset: Reaction yield outcomes from USPTO patents with 853,638 reactions. Task: Predict the reaction yield, written as a fraction of the theoretical maximum amount of product (1.0 means a 100% yield; for example, 0.34 means a 34% yield). The reactants are [F:1][C:2]([F:22])([F:21])[CH2:3][N:4]1[C:9](=[O:10])[C:8]([O:11]C)=[C:7]([C:13]2[CH:18]=[CH:17][C:16]([S:19][CH3:20])=[CH:15][CH:14]=2)[CH:6]=[N:5]1.Br.O. The catalyst is C(O)(=O)C. The product is [F:22][C:2]([F:1])([F:21])[CH2:3][N:4]1[C:9](=[O:10])[C:8]([OH:11])=[C:7]([C:13]2[CH:18]=[CH:17][C:16]([S:19][CH3:20])=[CH:15][CH:14]=2)[CH:6]=[N:5]1. The yield is 0.910.